Dataset: Full USPTO retrosynthesis dataset with 1.9M reactions from patents (1976-2016). Task: Predict the reactants needed to synthesize the given product. (1) The reactants are: [CH3:1][C:2]([C:5]([C:7]1[CH:8]=[C:9]([CH:14]=[CH:15][C:16]=1[O:17]C1CCCCO1)[C:10]([O:12][CH3:13])=[O:11])=[CH2:6])([CH3:4])[CH3:3].CO.CC1C=CC(S([O-])(=O)=O)=CC=1.C1C=C[NH+]=CC=1. Given the product [CH3:4][C:2]([C:5]([C:7]1[CH:8]=[C:9]([CH:14]=[CH:15][C:16]=1[OH:17])[C:10]([O:12][CH3:13])=[O:11])=[CH2:6])([CH3:1])[CH3:3], predict the reactants needed to synthesize it. (2) Given the product [NH2:15][C:16]1[N:17]=[CH:18][C:19]([C@@H:32]2[CH2:33][NH:34][C@H:4]([C:2]([O:1][CH3:9])=[O:3])[CH2:36]2)=[CH:20][C:21]=1[C:22]1[CH:30]=[CH:29][C:25]([C:26](=[O:27])[NH:74][C@@H:75]([C:78]2[CH:83]=[CH:82][CH:81]=[C:80]([Cl:84])[CH:79]=2)[CH2:76][OH:77])=[C:24]([F:31])[CH:23]=1, predict the reactants needed to synthesize it. The reactants are: [OH:1][C:2]([C:4](F)(F)F)=[O:3].O[C:9](C(F)(F)F)=O.[NH2:15][C:16]1[C:21]([C:22]2[CH:30]=[CH:29][C:25]([C:26](O)=[O:27])=[C:24]([F:31])[CH:23]=2)=[CH:20][C:19]([C@H:32]2[CH2:36][C@@H](C(OC)=O)[NH:34][CH2:33]2)=[CH:18][N:17]=1.CN(C(ON1N=NC2C=CC=NC1=2)=[N+](C)C)C.F[P-](F)(F)(F)(F)F.CCN(C(C)C)C(C)C.[NH2:74][C@@H:75]([C:78]1[CH:83]=[CH:82][CH:81]=[C:80]([Cl:84])[CH:79]=1)[CH2:76][OH:77]. (3) Given the product [N:11]1([C:14]2[CH:19]=[CH:18][CH:17]=[CH:16][N:15]=2)[CH2:10][CH2:9][CH:8]([NH2:7])[CH2:13][CH2:12]1, predict the reactants needed to synthesize it. The reactants are: C(OC(=O)[NH:7][CH:8]1[CH2:13][CH2:12][N:11]([C:14]2[CH:19]=[CH:18][CH:17]=[CH:16][N:15]=2)[CH2:10][CH2:9]1)(C)(C)C.Cl. (4) Given the product [Cl:1][C:2]1[C:11]2[C:6](=[CH:7][C:8]([OH:30])=[C:9]([C:12]3[N:17]=[N:16][C:15]([N:18]([CH3:29])[CH:19]4[CH2:20][C:21]([CH3:27])([CH3:28])[NH:22][C:23]([CH3:25])([CH3:26])[CH2:24]4)=[CH:14][CH:13]=3)[CH:10]=2)[N:5]=[C:4]([CH3:32])[CH:3]=1, predict the reactants needed to synthesize it. The reactants are: [Cl:1][C:2]1[C:11]2[C:6](=[CH:7][C:8]([O:30]C)=[C:9]([C:12]3[N:17]=[N:16][C:15]([N:18]([CH3:29])[CH:19]4[CH2:24][C:23]([CH3:26])([CH3:25])[NH:22][C:21]([CH3:28])([CH3:27])[CH2:20]4)=[CH:14][CH:13]=3)[CH:10]=2)[N:5]=[C:4]([CH3:32])[CH:3]=1.B(Br)(Br)Br. (5) Given the product [Cl:1][C:2]1[CH:3]=[CH:4][C:5]([O:12][CH3:13])=[C:6]([CH2:8][C:9]([NH2:11])=[O:10])[CH:7]=1, predict the reactants needed to synthesize it. The reactants are: [Cl:1][C:2]1[CH:3]=[CH:4][C:5]([O:12][CH2:13]C2C=CC=CC=2)=[C:6]([CH2:8][C:9]([NH2:11])=[O:10])[CH:7]=1.ClC1C=CC(OC)=C(CC(O)=O)C=1. (6) Given the product [NH2:9][CH:10]1[CH2:15][CH2:14][CH:13]([N:16]2[CH2:2][CH2:3][O:4][CH2:5][C:6]2=[O:7])[CH2:12][CH2:11]1, predict the reactants needed to synthesize it. The reactants are: Cl[CH2:2][CH2:3][O:4][CH2:5][C:6](Cl)=[O:7].[NH2:9][CH:10]1[CH2:15][CH2:14][CH:13]([NH:16]C(=O)OCC2C=CC=CC=2)[CH2:12][CH2:11]1.C(N(CC)CC)C. (7) Given the product [F:16][C:5]1[C:6]([NH:8][C:9]2[CH:14]=[CH:13][CH:12]=[C:11]([OH:15])[CH:10]=2)=[N:7][C:2]([NH:22][C:21]2[CH:23]=[C:24]([O:28][CH3:29])[C:25]([O:26][CH3:27])=[C:19]([O:18][CH3:17])[CH:20]=2)=[N:3][CH:4]=1, predict the reactants needed to synthesize it. The reactants are: Cl[C:2]1[N:7]=[C:6]([NH:8][C:9]2[CH:14]=[CH:13][CH:12]=[C:11]([OH:15])[CH:10]=2)[C:5]([F:16])=[CH:4][N:3]=1.[CH3:17][O:18][C:19]1[CH:20]=[C:21]([CH:23]=[C:24]([O:28][CH3:29])[C:25]=1[O:26][CH3:27])[NH2:22]. (8) Given the product [F:25][C:3]1[CH:4]=[C:5]([O:6][CH2:7][CH:8]2[CH2:13][CH2:12][N:11]([CH2:14][C:15]3([C:19]([F:22])([F:21])[F:20])[CH2:18][CH2:17][CH2:16]3)[CH2:10][CH2:9]2)[CH:23]=[CH:24][C:2]=1[C:34]1[CH:35]=[CH:36][C:31]([C:29]([O:28][CH2:26][CH3:27])=[O:30])=[C:32]([F:40])[CH:33]=1, predict the reactants needed to synthesize it. The reactants are: Br[C:2]1[CH:24]=[CH:23][C:5]([O:6][CH2:7][CH:8]2[CH2:13][CH2:12][N:11]([CH2:14][C:15]3([C:19]([F:22])([F:21])[F:20])[CH2:18][CH2:17][CH2:16]3)[CH2:10][CH2:9]2)=[CH:4][C:3]=1[F:25].[CH2:26]([O:28][C:29]([C:31]1[CH:36]=[CH:35][C:34](B(O)O)=[CH:33][C:32]=1[F:40])=[O:30])[CH3:27].C([O-])([O-])=O.[Cs+].[Cs+].COCCOC.